From a dataset of Peptide-MHC class II binding affinity with 134,281 pairs from IEDB. Regression. Given a peptide amino acid sequence and an MHC pseudo amino acid sequence, predict their binding affinity value. This is MHC class II binding data. (1) The peptide sequence is EKKYQAATQFEPLAA. The MHC is HLA-DPA10301-DPB10402 with pseudo-sequence HLA-DPA10301-DPB10402. The binding affinity (normalized) is 0.703. (2) The peptide sequence is QAMASTEGNVTGMFA. The MHC is DRB1_1201 with pseudo-sequence DRB1_1201. The binding affinity (normalized) is 0.141. (3) The peptide sequence is YNLVKDCPAVAVHDF. The MHC is DRB1_0101 with pseudo-sequence DRB1_0101. The binding affinity (normalized) is 0.442. (4) The peptide sequence is PTVDIEEAPEMPALY. The MHC is DRB1_1301 with pseudo-sequence DRB1_1301. The binding affinity (normalized) is 0. (5) The peptide sequence is NLLANVYHQINHLKT. The MHC is DRB1_1501 with pseudo-sequence DRB1_1501. The binding affinity (normalized) is 0.723. (6) The peptide sequence is ASYFAADRILPELTE. The MHC is HLA-DPA10201-DPB10501 with pseudo-sequence HLA-DPA10201-DPB10501. The binding affinity (normalized) is 0.550.